Dataset: Forward reaction prediction with 1.9M reactions from USPTO patents (1976-2016). Task: Predict the product of the given reaction. (1) Given the reactants [CH2:1]([O:4][C:5](=[O:68])[NH:6][C@@H:7]([CH:65]([CH3:67])[CH3:66])[C:8]([NH:10][C@@H:11]([CH3:64])[C:12]([NH:14][C:15]1[CH:20]=[CH:19][C:18]([CH2:21][O:22][C:23](=[O:63])[NH:24][C:25]2[CH:30]=[C:29]([O:31][Si:32]([CH:39]([CH3:41])[CH3:40])([CH:36]([CH3:38])[CH3:37])[CH:33]([CH3:35])[CH3:34])[C:28]([O:42][CH3:43])=[CH:27][C:26]=2[C:44]([N:46]2[CH:50]=[C:49](/[CH:51]=[CH:52]/[CH3:53])[CH2:48][C@H:47]2[CH2:54][O:55][Si](C(C)(C)C)(C)C)=[O:45])=[CH:17][CH:16]=1)=[O:13])=[O:9])[CH:2]=[CH2:3], predict the reaction product. The product is: [CH2:1]([O:4][C:5](=[O:68])[NH:6][C@@H:7]([CH:65]([CH3:67])[CH3:66])[C:8]([NH:10][C@@H:11]([CH3:64])[C:12]([NH:14][C:15]1[CH:16]=[CH:17][C:18]([CH2:21][O:22][C:23](=[O:63])[NH:24][C:25]2[CH:30]=[C:29]([O:31][Si:32]([CH:39]([CH3:40])[CH3:41])([CH:33]([CH3:35])[CH3:34])[CH:36]([CH3:38])[CH3:37])[C:28]([O:42][CH3:43])=[CH:27][C:26]=2[C:44]([N:46]2[CH:50]=[C:49](/[CH:51]=[CH:52]/[CH3:53])[CH2:48][C@H:47]2[CH2:54][OH:55])=[O:45])=[CH:19][CH:20]=1)=[O:13])=[O:9])[CH:2]=[CH2:3]. (2) Given the reactants [CH3:1][S:2]([N:5]1[C:13]2[C:8](=[CH:9][C:10]([N+:14]([O-])=O)=[CH:11][CH:12]=2)[CH2:7][CH2:6]1)(=[O:4])=[O:3].[Cl-].[NH4+], predict the reaction product. The product is: [CH3:1][S:2]([N:5]1[C:13]2[C:8](=[CH:9][C:10]([NH2:14])=[CH:11][CH:12]=2)[CH2:7][CH2:6]1)(=[O:4])=[O:3]. (3) The product is: [CH2:22]([N:3]([CH2:1][CH3:2])[C:4]1[C:12]2[S:11][C:10]([NH:13][C:35](=[O:36])[C:34]3[CH:38]=[CH:39][C:31]([F:30])=[CH:32][CH:33]=3)=[N:9][C:8]=2[C:7]([O:14][CH3:15])=[CH:6][CH:5]=1)[C:23]1[CH:28]=[CH:27][CH:26]=[CH:25][CH:24]=1. Given the reactants [CH2:1]([NH:3][C:4]1[C:12]2[S:11][C:10]([NH2:13])=[N:9][C:8]=2[C:7]([O:14][CH3:15])=[CH:6][CH:5]=1)[CH3:2].C(=O)([O-])[O-].[K+].[K+].[CH2:22](Br)[C:23]1[CH:28]=[CH:27][CH:26]=[CH:25][CH:24]=1.[F:30][C:31]1[CH:39]=[CH:38][C:34]([C:35](O)=[O:36])=[CH:33][CH:32]=1.CN(C(ON1N=NC2C=CC=NC1=2)=[N+](C)C)C.F[P-](F)(F)(F)(F)F.C(N(C(C)C)C(C)C)C, predict the reaction product.